This data is from NCI-60 drug combinations with 297,098 pairs across 59 cell lines. The task is: Regression. Given two drug SMILES strings and cell line genomic features, predict the synergy score measuring deviation from expected non-interaction effect. (1) Drug 1: C1=CC(=CC=C1CC(C(=O)O)N)N(CCCl)CCCl.Cl. Drug 2: CCC(=C(C1=CC=CC=C1)C2=CC=C(C=C2)OCCN(C)C)C3=CC=CC=C3.C(C(=O)O)C(CC(=O)O)(C(=O)O)O. Cell line: HOP-62. Synergy scores: CSS=11.3, Synergy_ZIP=-1.59, Synergy_Bliss=0.157, Synergy_Loewe=-7.94, Synergy_HSA=-5.24. (2) Drug 1: C1=CC(=CC=C1CCCC(=O)O)N(CCCl)CCCl. Drug 2: CC12CCC3C(C1CCC2OP(=O)(O)O)CCC4=C3C=CC(=C4)OC(=O)N(CCCl)CCCl.[Na+]. Cell line: CCRF-CEM. Synergy scores: CSS=32.9, Synergy_ZIP=-6.32, Synergy_Bliss=-15.8, Synergy_Loewe=-33.1, Synergy_HSA=-14.7. (3) Drug 1: CC1=C(C(CCC1)(C)C)C=CC(=CC=CC(=CC(=O)O)C)C. Drug 2: CN(C(=O)NC(C=O)C(C(C(CO)O)O)O)N=O. Cell line: DU-145. Synergy scores: CSS=-5.06, Synergy_ZIP=1.02, Synergy_Bliss=0.695, Synergy_Loewe=-5.23, Synergy_HSA=-3.24. (4) Drug 1: COC1=C(C=C2C(=C1)N=CN=C2NC3=CC(=C(C=C3)F)Cl)OCCCN4CCOCC4. Drug 2: CC1C(C(CC(O1)OC2CC(CC3=C2C(=C4C(=C3O)C(=O)C5=C(C4=O)C(=CC=C5)OC)O)(C(=O)C)O)N)O.Cl. Cell line: OVCAR-5. Synergy scores: CSS=58.0, Synergy_ZIP=-1.38, Synergy_Bliss=3.99, Synergy_Loewe=4.81, Synergy_HSA=5.16. (5) Drug 1: CC1C(C(CC(O1)OC2CC(OC(C2O)C)OC3=CC4=CC5=C(C(=O)C(C(C5)C(C(=O)C(C(C)O)O)OC)OC6CC(C(C(O6)C)O)OC7CC(C(C(O7)C)O)OC8CC(C(C(O8)C)O)(C)O)C(=C4C(=C3C)O)O)O)O. Drug 2: C1=NC2=C(N1)C(=S)N=CN2. Cell line: SF-268. Synergy scores: CSS=61.7, Synergy_ZIP=-2.42, Synergy_Bliss=-1.57, Synergy_Loewe=-0.400, Synergy_HSA=0.500. (6) Drug 1: CCCS(=O)(=O)NC1=C(C(=C(C=C1)F)C(=O)C2=CNC3=C2C=C(C=N3)C4=CC=C(C=C4)Cl)F. Drug 2: COCCOC1=C(C=C2C(=C1)C(=NC=N2)NC3=CC=CC(=C3)C#C)OCCOC.Cl. Cell line: A549. Synergy scores: CSS=5.38, Synergy_ZIP=0.938, Synergy_Bliss=2.92, Synergy_Loewe=0.575, Synergy_HSA=1.71. (7) Drug 1: C1CCC(C1)C(CC#N)N2C=C(C=N2)C3=C4C=CNC4=NC=N3. Drug 2: C1CCN(CC1)CCOC2=CC=C(C=C2)C(=O)C3=C(SC4=C3C=CC(=C4)O)C5=CC=C(C=C5)O. Cell line: HOP-62. Synergy scores: CSS=3.30, Synergy_ZIP=6.45, Synergy_Bliss=10.6, Synergy_Loewe=6.27, Synergy_HSA=6.38.